Dataset: Retrosynthesis with 50K atom-mapped reactions and 10 reaction types from USPTO. Task: Predict the reactants needed to synthesize the given product. (1) Given the product N#Cc1c(N)nc(SCc2cccc(C(=O)NCCN)c2)c(C#N)c1-c1ccccc1, predict the reactants needed to synthesize it. The reactants are: CC(C)(C)OC(=O)NCCNC(=O)c1cccc(CSc2nc(N)c(C#N)c(-c3ccccc3)c2C#N)c1. (2) Given the product COc1cc2nccc(Oc3ccc(N)cn3)c2cc1OC, predict the reactants needed to synthesize it. The reactants are: COc1cc2nccc(Oc3ccc([N+](=O)[O-])cn3)c2cc1OC.